Task: Predict the reactants needed to synthesize the given product.. Dataset: Full USPTO retrosynthesis dataset with 1.9M reactions from patents (1976-2016) (1) Given the product [OH:27][C:24]1([CH3:26])[CH2:25][N:22]([C:3]2[C:2]([C:32]3[CH:33]=[N:34][C:29]([CH3:28])=[CH:30][CH:31]=3)=[CH:21][C:6]([C:7]([NH:9][C:10]3[CH:15]=[CH:14][C:13]([O:16][C:17]([F:20])([F:19])[F:18])=[CH:12][CH:11]=3)=[O:8])=[CH:5][N:4]=2)[CH2:23]1, predict the reactants needed to synthesize it. The reactants are: Br[C:2]1[C:3]([N:22]2[CH2:25][C:24]([OH:27])([CH3:26])[CH2:23]2)=[N:4][CH:5]=[C:6]([CH:21]=1)[C:7]([NH:9][C:10]1[CH:15]=[CH:14][C:13]([O:16][C:17]([F:20])([F:19])[F:18])=[CH:12][CH:11]=1)=[O:8].[CH3:28][C:29]1[N:34]=[CH:33][C:32](B(O)O)=[CH:31][CH:30]=1. (2) Given the product [CH2:32]([O:31][C:29](=[O:30])[N:13]([CH2:12][C@H:11]1[O:10][CH2:27]1)[C:14]1[CH:19]=[CH:18][C:17]([N:20]2[CH2:21][CH2:22][O:23][CH2:24][CH2:25]2)=[C:16]([F:26])[CH:15]=1)[CH3:33], predict the reactants needed to synthesize it. The reactants are: C(N(C(C)C)C(C)C)C.[O:10]1[CH2:27][C@H:11]1[CH2:12][NH:13][C:14]1[CH:19]=[CH:18][C:17]([N:20]2[CH2:25][CH2:24][O:23][CH2:22][CH2:21]2)=[C:16]([F:26])[CH:15]=1.Cl[C:29]([O:31][CH2:32][CH3:33])=[O:30].